The task is: Predict the reactants needed to synthesize the given product.. This data is from Full USPTO retrosynthesis dataset with 1.9M reactions from patents (1976-2016). (1) Given the product [C:40]([C:39]1[CH:42]=[CH:43][CH:44]=[CH:45][C:38]=1[C:7]1[NH:6][C:5]([CH:9]=[O:10])=[C:4]([C:11]([O:13][CH2:14][C:15]2[CH:20]=[CH:19][CH:18]=[CH:17][CH:16]=2)=[O:12])[C:3]=1[CH2:1][CH3:2])#[N:41], predict the reactants needed to synthesize it. The reactants are: [CH2:1]([C:3]1[C:4]([C:11]([O:13][CH2:14][C:15]2[CH:20]=[CH:19][CH:18]=[CH:17][CH:16]=2)=[O:12])=[C:5]([CH:9]=[O:10])[NH:6][C:7]=1I)[CH3:2].FC1C=CC(B(O)O)=CC=1.CC1(C)COB([C:38]2[CH:45]=[CH:44][CH:43]=[CH:42][C:39]=2[C:40]#[N:41])OC1. (2) Given the product [C:16]([NH:24][C:25]1[CH:37]=[C:36]([N:1]2[C:9]3[C:4](=[CH:5][CH:6]=[CH:7][CH:8]=3)[CH2:3][CH2:2]2)[CH:35]=[CH:34][C:26]=1[C:27]([O:29][C:30]([CH3:32])([CH3:33])[CH3:31])=[O:28])(=[O:23])[C:17]1[CH:18]=[CH:19][CH:20]=[CH:21][CH:22]=1, predict the reactants needed to synthesize it. The reactants are: [NH:1]1[C:9]2[C:4](=[CH:5][CH:6]=[CH:7][CH:8]=2)[CH2:3][CH2:2]1.C(=O)([O-])[O-].[Cs+].[Cs+].[C:16]([NH:24][C:25]1[CH:37]=[C:36](Br)[CH:35]=[CH:34][C:26]=1[C:27]([O:29][C:30]([CH3:33])([CH3:32])[CH3:31])=[O:28])(=[O:23])[C:17]1[CH:22]=[CH:21][CH:20]=[CH:19][CH:18]=1.C(O)(=O)CC(CC(O)=O)(C(O)=O)O.